This data is from Full USPTO retrosynthesis dataset with 1.9M reactions from patents (1976-2016). The task is: Predict the reactants needed to synthesize the given product. (1) The reactants are: [O:1]=[C:2]1[C:9]2[CH:8]=[C:7]([C:10]([O:12]C)=[O:11])[NH:6][C:5]=2[CH2:4][CH2:3]1.O.[OH-].[Li+]. Given the product [O:1]=[C:2]1[C:9]2[CH:8]=[C:7]([C:10]([OH:12])=[O:11])[NH:6][C:5]=2[CH2:4][CH2:3]1, predict the reactants needed to synthesize it. (2) Given the product [CH3:34][C:26]1([CH3:35])[C:27]2[C:32]3=[C:31]([C:21]([C:19]4[C:18](=[O:17])[NH:15][C:13](=[O:14])[C:12]=4[C:7]4[C:6]5[C:10](=[CH:11][C:3]([O:2][CH3:1])=[CH:4][CH:5]=5)[NH:9][CH:8]=4)=[CH:22][N:23]3[CH2:24][CH2:25]1)[CH:30]=[C:29]([F:33])[CH:28]=2, predict the reactants needed to synthesize it. The reactants are: [CH3:1][O:2][C:3]1[CH:11]=[C:10]2[C:6]([C:7]([CH2:12][C:13]([NH2:15])=[O:14])=[CH:8][NH:9]2)=[CH:5][CH:4]=1.C[O:17][C:18](=O)[C:19]([C:21]1[C:31]2=[C:32]3[C:27](=[CH:28][C:29]([F:33])=[CH:30]2)[C:26]([CH3:35])([CH3:34])[CH2:25][CH2:24][N:23]3[CH:22]=1)=O. (3) The reactants are: [NH:1]1[CH2:6][CH2:5][CH2:4][C@H:3]([NH:7][C:8](=[O:14])[O:9][C:10]([CH3:13])([CH3:12])[CH3:11])[CH2:2]1.C(N(CC)CC)C.C(Cl)Cl.[Cl:25][C:26]1[C:27]([CH3:36])=[C:28]([S:32](Cl)(=[O:34])=[O:33])[CH:29]=[CH:30][CH:31]=1. Given the product [Cl:25][C:26]1[C:27]([CH3:36])=[C:28]([S:32]([N:1]2[CH2:6][CH2:5][CH2:4][C@H:3]([NH:7][C:8](=[O:14])[O:9][C:10]([CH3:11])([CH3:13])[CH3:12])[CH2:2]2)(=[O:34])=[O:33])[CH:29]=[CH:30][CH:31]=1, predict the reactants needed to synthesize it. (4) Given the product [OH:51][C@H:27]1[CH2:26][CH2:25][CH2:30][CH2:29][C@@H:28]1[NH:31][C:32]([C:2]1[C:6]2=[N:7][CH:8]=[CH:9][CH:10]=[C:5]2[N:4]([CH2:11][C:12]2[CH:17]=[CH:16][C:15]([C:18]3[CH:19]=[N:20][N:21]([CH3:23])[CH:22]=3)=[CH:14][CH:13]=2)[CH:3]=1)=[O:33], predict the reactants needed to synthesize it. The reactants are: I[C:2]1[C:6]2=[N:7][CH:8]=[CH:9][CH:10]=[C:5]2[N:4]([CH2:11][C:12]2[CH:17]=[CH:16][C:15]([C:18]3[CH:19]=[N:20][N:21]([CH3:23])[CH:22]=3)=[CH:14][CH:13]=2)[CH:3]=1.F[C:25]1(F)[CH2:30][CH2:29][C@@H:28]([NH:31][C:32](C2C3=NC=CC=C3N(CC3C=CC(F)=CC=3)C=2)=[O:33])[C@H:27]([OH:51])[CH2:26]1.FC1C=CC(CN2C3C(=NC=CC=3)C(I)=C2)=CC=1.Cl.N[C@H]1CCCC[C@@H]1O.C(=O)([O-])[O-].[Na+].[Na+]. (5) The reactants are: [CH3:1][N:2]1[C:6]2=[N:7][CH:8]=[C:9]([C:11]([F:14])([F:13])[F:12])[CH:10]=[C:5]2[NH:4][C:3]1=O.P(Cl)(Cl)([Cl:18])=O.C(=O)(O)[O-].[Na+]. Given the product [Cl:18][C:3]1[N:2]([CH3:1])[C:6]2=[N:7][CH:8]=[C:9]([C:11]([F:14])([F:13])[F:12])[CH:10]=[C:5]2[N:4]=1, predict the reactants needed to synthesize it. (6) The reactants are: [NH2:1][C:2]1[N:3]=[CH:4][C:5]2[S:10][CH:9]=[C:8]([C:11]3[CH:12]=[C:13]([NH:17][S:18]([CH3:21])(=[O:20])=[O:19])[CH:14]=[CH:15][CH:16]=3)[C:6]=2[N:7]=1.Cl[C:23]1[N:28]=[C:27]([CH3:29])[N:26]=[C:25]([N:30]2[CH2:35][CH2:34][N:33]([CH2:36][CH2:37][OH:38])[CH2:32][CH2:31]2)[CH:24]=1. Given the product [OH:38][CH2:37][CH2:36][N:33]1[CH2:32][CH2:31][N:30]([C:25]2[N:26]=[C:27]([CH3:29])[N:28]=[C:23]([NH:1][C:2]3[N:3]=[CH:4][C:5]4[S:10][CH:9]=[C:8]([C:11]5[CH:12]=[C:13]([NH:17][S:18]([CH3:21])(=[O:20])=[O:19])[CH:14]=[CH:15][CH:16]=5)[C:6]=4[N:7]=3)[CH:24]=2)[CH2:35][CH2:34]1, predict the reactants needed to synthesize it.